Dataset: Forward reaction prediction with 1.9M reactions from USPTO patents (1976-2016). Task: Predict the product of the given reaction. (1) Given the reactants Cl[C:2]1[CH:11]=[CH:10][C:9]2[C:4](=[CH:5][CH:6]=[CH:7][CH:8]=2)[N:3]=1.[CH:12]([Sn](CCCC)(CCCC)CCCC)=[CH2:13], predict the reaction product. The product is: [CH:12]([C:2]1[CH:11]=[CH:10][C:9]2[C:4](=[CH:5][CH:6]=[CH:7][CH:8]=2)[N:3]=1)=[CH2:13]. (2) Given the reactants [Cl:1][C:2]1[C:3]([C:24]2[CH:29]=[C:28]([F:30])[CH:27]=[CH:26][C:25]=2[O:31][CH3:32])=[CH:4][C:5]([NH:8][C:9]([C@@H:11]2[CH2:16][CH2:15][CH2:14][N:13](C(OC(C)(C)C)=O)[CH2:12]2)=[O:10])=[N:6][CH:7]=1.Cl, predict the reaction product. The product is: [Cl:1][C:2]1[C:3]([C:24]2[CH:29]=[C:28]([F:30])[CH:27]=[CH:26][C:25]=2[O:31][CH3:32])=[CH:4][C:5]([NH:8][C:9]([C@@H:11]2[CH2:16][CH2:15][CH2:14][NH:13][CH2:12]2)=[O:10])=[N:6][CH:7]=1. (3) Given the reactants [CH:1]1([CH2:7][CH2:8][C:9]2[CH:10]=[C:11]([CH:24]=[CH:25][CH:26]=2)[CH2:12][CH2:13][C:14]2[CH:15]=[C:16]([CH:21]=[CH:22][CH:23]=2)/[C:17](=[N:19]/[OH:20])/[NH2:18])[CH2:6][CH2:5][CH2:4][CH2:3][CH2:2]1.[C:27]([C:29]1([C:32](O)=[O:33])[CH2:31][CH2:30]1)#[N:28], predict the reaction product. The product is: [C:27]([C:29]1([C:32]([O:20]/[N:19]=[C:17](\[NH2:18])/[C:16]2[CH:21]=[CH:22][CH:23]=[C:14]([CH2:13][CH2:12][C:11]3[CH:24]=[CH:25][CH:26]=[C:9]([CH2:8][CH2:7][CH:1]4[CH2:2][CH2:3][CH2:4][CH2:5][CH2:6]4)[CH:10]=3)[CH:15]=2)=[O:33])[CH2:31][CH2:30]1)#[N:28]. (4) The product is: [C:15]([O:19][C:20]([CH2:22][NH:23][CH2:12][CH2:11][N:10]([CH3:8])[C:13](=[O:3])[CH3:14])=[O:21])([CH3:18])([CH3:17])[CH3:16]. Given the reactants C(OC(=O)C)(=[O:3])C.[CH2:8]([N:10]([CH2:13][CH3:14])[CH2:11][CH3:12])C.[C:15]([O:19][C:20]([CH2:22][NH:23]CCNC)=[O:21])([CH3:18])([CH3:17])[CH3:16], predict the reaction product. (5) Given the reactants C(OC([N:8]1[CH2:13][CH2:12][CH:11]([CH2:14][C:15](=[O:41])[NH:16][C:17]2[S:18][C:19]3[CH:25]=[C:24]([O:26][S:27]([C:30]4[CH:35]=[CH:34][C:33]([NH:36][CH2:37][CH:38]([CH3:40])[CH3:39])=[CH:32][CH:31]=4)(=[O:29])=[O:28])[CH:23]=[CH:22][C:20]=3[N:21]=2)[CH2:10][CH2:9]1)=O)(C)(C)C.[ClH:42], predict the reaction product. The product is: [ClH:42].[NH:8]1[CH2:13][CH2:12][CH:11]([CH2:14][C:15]([NH:16][C:17]2[S:18][C:19]3[CH:25]=[C:24]([O:26][S:27]([C:30]4[CH:31]=[CH:32][C:33]([NH:36][CH2:37][CH:38]([CH3:40])[CH3:39])=[CH:34][CH:35]=4)(=[O:29])=[O:28])[CH:23]=[CH:22][C:20]=3[N:21]=2)=[O:41])[CH2:10][CH2:9]1.